Dataset: Full USPTO retrosynthesis dataset with 1.9M reactions from patents (1976-2016). Task: Predict the reactants needed to synthesize the given product. (1) The reactants are: Cl[C:2]1[N:7]=[C:6]([CH3:8])[N:5]=[C:4]([N:9]([CH2:19][C:20]2[CH:25]=[CH:24][C:23]([O:26][CH3:27])=[CH:22][CH:21]=2)[CH2:10][C:11]2[CH:16]=[CH:15][C:14]([O:17][CH3:18])=[CH:13][CH:12]=2)[CH:3]=1.[C:28]([O:32][C:33]([N:35]1[CH2:40][CH2:39][N:38]([CH2:41][C:42]2[CH:43]=[C:44](B(O)O)[C:45]([F:48])=[N:46][CH:47]=2)[CH2:37][CH2:36]1)=[O:34])([CH3:31])([CH3:30])[CH3:29].C([O-])(=O)C.[K+]. Given the product [CH3:18][O:17][C:14]1[CH:15]=[CH:16][C:11]([CH2:10][N:9]([CH2:19][C:20]2[CH:25]=[CH:24][C:23]([O:26][CH3:27])=[CH:22][CH:21]=2)[C:4]2[N:5]=[C:6]([CH3:8])[N:7]=[C:2]([C:44]3[CH:43]=[C:42]([CH2:41][N:38]4[CH2:39][CH2:40][N:35]([C:33]([O:32][C:28]([CH3:31])([CH3:30])[CH3:29])=[O:34])[CH2:36][CH2:37]4)[CH:47]=[N:46][C:45]=3[F:48])[CH:3]=2)=[CH:12][CH:13]=1, predict the reactants needed to synthesize it. (2) Given the product [Br:1][C:2]1[N:6]2[N:7]=[C:8]([N:11]3[CH:20]=[C:15]([C:16]([O:18][CH3:19])=[O:17])[CH:13]=[N:12]3)[CH:9]=[CH:10][C:5]2=[N:4][CH:3]=1, predict the reactants needed to synthesize it. The reactants are: [Br:1][C:2]1[N:6]2[N:7]=[C:8]([NH:11][NH2:12])[CH:9]=[CH:10][C:5]2=[N:4][CH:3]=1.[CH:13]([CH:15]([CH:20]=O)[C:16]([O:18][CH3:19])=[O:17])=O. (3) Given the product [N:1]1([C:18]2([N:6]3[CH:10]=[CH:9][N:8]=[N:7]3)[CH2:19][CH2:20][C:15]3([O:14][CH2:13][CH2:12][O:11]3)[CH2:16][CH2:17]2)[CH2:5][CH2:4][CH2:3][CH2:2]1, predict the reactants needed to synthesize it. The reactants are: [NH:1]1[CH2:5][CH2:4][CH2:3][CH2:2]1.[NH:6]1[CH:10]=[CH:9][N:8]=[N:7]1.[O:11]1[C:15]2([CH2:20][CH2:19][C:18](=O)[CH2:17][CH2:16]2)[O:14][CH2:13][CH2:12]1. (4) Given the product [ClH:33].[NH:23]1[CH2:24][CH2:25][CH:20]([C:18]2[N:5]3[N:6]=[C:7]4[C:12]([C:11]([O:13][C:14]([F:15])([F:16])[F:17])=[CH:10][CH:9]=[CH:8]4)=[C:4]3[NH:3][C:2](=[O:1])[CH:19]=2)[CH2:21][CH2:22]1, predict the reactants needed to synthesize it. The reactants are: [O:1]=[C:2]1[CH:19]=[C:18]([CH:20]2[CH2:25][CH2:24][N:23](C(OC(C)(C)C)=O)[CH2:22][CH2:21]2)[N:5]2[N:6]=[C:7]3[C:12]([C:11]([O:13][C:14]([F:17])([F:16])[F:15])=[CH:10][CH:9]=[CH:8]3)=[C:4]2[NH:3]1.[ClH:33].